This data is from Catalyst prediction with 721,799 reactions and 888 catalyst types from USPTO. The task is: Predict which catalyst facilitates the given reaction. Reactant: [C:1]([O:5][C:6]([NH:8][C@H:9]([C:14]([OH:16])=[O:15])[CH2:10][CH2:11][S:12][CH3:13])=[O:7])([CH3:4])([CH3:3])[CH3:2].O[CH:18]1[CH2:23][CH2:22][N:21]([CH3:24])[CH2:20][CH2:19]1.C(Cl)CCl. Product: [C:1]([O:5][C:6]([NH:8][CH:9]([CH2:10][CH2:11][S:12][CH3:13])[C:14]([O:16][CH:18]1[CH2:23][CH2:22][N:21]([CH3:24])[CH2:20][CH2:19]1)=[O:15])=[O:7])([CH3:4])([CH3:2])[CH3:3]. The catalyst class is: 166.